Dataset: Forward reaction prediction with 1.9M reactions from USPTO patents (1976-2016). Task: Predict the product of the given reaction. (1) Given the reactants [Si]([O:8][CH2:9][CH2:10][NH:11][C@:12]12[CH2:47][CH2:46][C@@H:45]([C:48]([CH3:50])=[CH2:49])[C@@H:13]1[C@@H:14]1[C@@:27]([CH3:30])([CH2:28][CH2:29]2)[C@@:26]2([CH3:31])[C@@H:17]([C@:18]3([CH3:44])[C@@H:23]([CH2:24][CH2:25]2)[C:22]([CH3:33])([CH3:32])[C:21]([C:34]2[CH:43]=[CH:42][C:37]([C:38]([O:40]C)=[O:39])=[CH:36][CH:35]=2)=[CH:20][CH2:19]3)[CH2:16][CH2:15]1)(C(C)(C)C)(C)C.CCCC[N+](CCCC)(CCCC)CCCC.[F-], predict the reaction product. The product is: [OH:8][CH2:9][CH2:10][NH:11][C@:12]12[CH2:47][CH2:46][C@@H:45]([C:48]([CH3:50])=[CH2:49])[C@@H:13]1[C@@H:14]1[C@@:27]([CH3:30])([CH2:28][CH2:29]2)[C@@:26]2([CH3:31])[C@@H:17]([C@:18]3([CH3:44])[C@@H:23]([CH2:24][CH2:25]2)[C:22]([CH3:33])([CH3:32])[C:21]([C:34]2[CH:35]=[CH:36][C:37]([C:38]([OH:40])=[O:39])=[CH:42][CH:43]=2)=[CH:20][CH2:19]3)[CH2:16][CH2:15]1. (2) Given the reactants N(C(N1CCCCC1)=O)=NC(N1CCCCC1)=O.[OH:19][C:20]1[CH:21]=[C:22]2[C:26](=[CH:27][CH:28]=1)[NH:25][C:24]([CH2:29][CH:30]([CH3:35])[C:31]([O:33][CH3:34])=[O:32])=[CH:23]2.O[CH2:37][CH2:38][CH2:39][NH:40][C:41]1[CH:46]=[CH:45][CH:44]=[CH:43][N:42]=1.C(P(CCCC)CCCC)CCC, predict the reaction product. The product is: [CH3:35][CH:30]([CH2:29][C:24]1[NH:25][C:26]2[C:22]([CH:23]=1)=[CH:21][C:20]([O:19][CH2:37][CH2:38][CH2:39][NH:40][C:41]1[CH:46]=[CH:45][CH:44]=[CH:43][N:42]=1)=[CH:28][CH:27]=2)[C:31]([O:33][CH3:34])=[O:32].